Dataset: Catalyst prediction with 721,799 reactions and 888 catalyst types from USPTO. Task: Predict which catalyst facilitates the given reaction. (1) Reactant: [NH:1]1[C:9]2[CH2:8][CH2:7][C@H:6]([NH2:10])[CH2:5][C:4]=2[CH:3]=[N:2]1.[Cl:11][C:12]1[CH:13]=[C:14]([C:27]2[CH:32]=[CH:31][C:30]([F:33])=[CH:29][CH:28]=2)[CH:15]=[C:16]([Cl:26])[C:17]=1[CH2:18][C@@H:19]1[CH2:23][CH:22](O)[O:21][C:20]1=[O:25].C(O[BH-](OC(=O)C)OC(=O)C)(=O)C.[Na+].O. Product: [Cl:11][C:12]1[CH:13]=[C:14]([C:27]2[CH:28]=[CH:29][C:30]([F:33])=[CH:31][CH:32]=2)[CH:15]=[C:16]([Cl:26])[C:17]=1[CH2:18][C@H:19]([CH2:23][CH2:22][NH:10][C@H:6]1[CH2:7][CH2:8][C:9]2[NH:1][N:2]=[CH:3][C:4]=2[CH2:5]1)[C:20]([OH:25])=[O:21]. The catalyst class is: 10. (2) Reactant: [OH:1][CH2:2][C@@H:3]([NH:11][C:12](=[O:28])[C:13]1[CH:18]=[C:17]([O:19]CC2C=CC=CC=2)[CH:16]=[CH:15][C:14]=1[OH:27])[CH2:4][C:5]1[CH:10]=[CH:9][CH:8]=[CH:7][CH:6]=1. Product: [OH:1][CH2:2][C@@H:3]([NH:11][C:12](=[O:28])[C:13]1[CH:18]=[C:17]([OH:19])[CH:16]=[CH:15][C:14]=1[OH:27])[CH2:4][C:5]1[CH:6]=[CH:7][CH:8]=[CH:9][CH:10]=1. The catalyst class is: 5.